Dataset: Full USPTO retrosynthesis dataset with 1.9M reactions from patents (1976-2016). Task: Predict the reactants needed to synthesize the given product. (1) Given the product [Br:8][C:9]1[CH:16]=[CH:15][C:12](/[CH:13]=[N:7]/[S@:5]([C:2]([CH3:4])([CH3:3])[CH3:1])=[O:6])=[C:11]([F:17])[CH:10]=1, predict the reactants needed to synthesize it. The reactants are: [CH3:1][C:2]([S@@:5]([NH2:7])=[O:6])([CH3:4])[CH3:3].[Br:8][C:9]1[CH:16]=[CH:15][C:12]([CH:13]=O)=[C:11]([F:17])[CH:10]=1.C1(C)C=CC(S([O-])(=O)=O)=CC=1.[NH+]1C=CC=CC=1.S([O-])([O-])(=O)=O.[Mg+2]. (2) Given the product [CH3:33][C:30]1([C:28]2[CH:29]=[C:25]([NH:24][C:22]([NH:21][C:18]3[C:17]([CH3:41])=[N:16][C:15]([N:12]4[CH2:11][CH2:10][NH:9][CH2:14][CH2:13]4)=[CH:20][CH:19]=3)=[O:23])[N:26]([C:34]3[CH:39]=[CH:38][C:37]([CH3:40])=[CH:36][CH:35]=3)[N:27]=2)[CH2:31][CH2:32]1, predict the reactants needed to synthesize it. The reactants are: Cl.C(OC([N:9]1[CH2:14][CH2:13][N:12]([C:15]2[CH:20]=[CH:19][C:18]([NH:21][C:22]([NH:24][C:25]3[N:26]([C:34]4[CH:39]=[CH:38][C:37]([CH3:40])=[CH:36][CH:35]=4)[N:27]=[C:28]([C:30]4([CH3:33])[CH2:32][CH2:31]4)[CH:29]=3)=[O:23])=[C:17]([CH3:41])[N:16]=2)[CH2:11][CH2:10]1)=O)(C)(C)C.C(OCC)(=O)C. (3) The reactants are: [CH3:1][O:2][C:3]([C:5]1[S:6][CH:7]=[CH:8][C:9]=1[S:10](Cl)(=[O:12])=[O:11])=[O:4].Cl.[NH2:15][C:16]1[CH:21]=[CH:20][C:19]([N:22]2[CH2:27][CH2:26][C:25](=[O:28])[CH2:24][CH2:23]2)=[CH:18][CH:17]=1. Given the product [CH3:1][O:2][C:3]([C:5]1[S:6][CH:7]=[CH:8][C:9]=1[S:10](=[O:12])(=[O:11])[NH:15][C:16]1[CH:21]=[CH:20][C:19]([N:22]2[CH2:23][CH2:24][C:25](=[O:28])[CH2:26][CH2:27]2)=[CH:18][CH:17]=1)=[O:4], predict the reactants needed to synthesize it. (4) Given the product [Cl:1][C:2]1[C:7]([Cl:8])=[CH:6][C:5]([S:9]([NH2:12])(=[O:11])=[O:10])=[C:4]([NH:17][CH:14]2[CH2:16][CH2:15]2)[CH:3]=1, predict the reactants needed to synthesize it. The reactants are: [Cl:1][C:2]1[C:7]([Cl:8])=[CH:6][C:5]([S:9]([NH2:12])(=[O:11])=[O:10])=[C:4](F)[CH:3]=1.[CH:14]1([NH2:17])[CH2:16][CH2:15]1. (5) Given the product [Cl:1][C:2]1[CH:3]=[C:4]([C:9]2[CH:10]=[CH:11][C:12]([O:15][C:16]3[CH:21]=[CH:20][N:19]=[C:18]([C:22]([F:25])([F:23])[F:24])[CH:17]=3)=[CH:13][CH:14]=2)[C:5]2[N:6]([CH:7]=1)[CH2:29][CH2:30][S:31](=[O:33])(=[O:32])[N:8]=2, predict the reactants needed to synthesize it. The reactants are: [Cl:1][C:2]1[CH:3]=[C:4]([C:9]2[CH:14]=[CH:13][C:12]([O:15][C:16]3[CH:21]=[CH:20][N:19]=[C:18]([C:22]([F:25])([F:24])[F:23])[CH:17]=3)=[CH:11][CH:10]=2)[C:5]([NH2:8])=[N:6][CH:7]=1.[H-].[Na+].Cl[CH2:29][CH2:30][S:31](Cl)(=[O:33])=[O:32].CO. (6) Given the product [Na+:1].[CH3:19][C:11]1([CH2:12][CH2:13][CH2:14][S:15]([OH:18])(=[O:16])=[O:17])[C:10]2[C:5](=[CH:6][CH:7]=[CH:8][CH:9]=2)[N+:4]([CH2:20][CH2:21][CH2:22][S:23]([OH:26])(=[O:24])=[O:25])=[C:3]1/[CH:2]=[CH:34]/[NH:33][C:27]1[CH:32]=[CH:31][CH:30]=[CH:29][CH:28]=1, predict the reactants needed to synthesize it. The reactants are: [Na+:1].[CH3:2][C:3]1[C:11]([CH3:19])([CH2:12][CH2:13][CH2:14][S:15]([OH:18])(=[O:17])=[O:16])[C:10]2[C:5](=[CH:6][CH:7]=[CH:8][CH:9]=2)[N+:4]=1[CH2:20][CH2:21][CH2:22][S:23]([OH:26])(=[O:25])=[O:24].[C:27]1([NH:33][CH:34]=NC2C=CC=CC=2)[CH:32]=[CH:31][CH:30]=[CH:29][CH:28]=1. (7) The reactants are: [F:1][C:2]([F:14])([CH3:13])[CH2:3][CH2:4][CH2:5][CH2:6][N:7]1[CH:11]=[CH:10][C:9]([NH2:12])=[N:8]1.[F:15][C:16]([F:29])([F:28])[C:17]1[CH:22]=[CH:21][C:20](/[CH:23]=[CH:24]/[C:25](O)=[O:26])=[CH:19][CH:18]=1. Given the product [F:14][C:2]([F:1])([CH3:13])[CH2:3][CH2:4][CH2:5][CH2:6][N:7]1[CH:11]=[CH:10][C:9]([NH:12][C:25](=[O:26])/[CH:24]=[CH:23]/[C:20]2[CH:19]=[CH:18][C:17]([C:16]([F:28])([F:29])[F:15])=[CH:22][CH:21]=2)=[N:8]1, predict the reactants needed to synthesize it. (8) The reactants are: [CH3:1][O:2][C:3]1[CH:8]=[CH:7][C:6]([C:9]([C:34]2[CH:39]=[CH:38][C:37]([O:40][CH3:41])=[CH:36][CH:35]=2)([C:28]2[CH:33]=[CH:32][CH:31]=[CH:30][CH:29]=2)[O:10][CH2:11][C@H:12]([CH2:16][N:17]2[CH:22]=[CH:21][C:20]([NH:23][C:24](=[O:26])[CH3:25])=[N:19][C:18]2=[O:27])[C@H:13]([OH:15])[CH3:14])=[CH:5][CH:4]=1.N1[C-]=NN=N1.C([NH2+]C(C)C)(C)C.[CH:54]([N:57]([CH:71]([CH3:73])[CH3:72])[P:58](N(C(C)C)C(C)C)[O:59][CH2:60][CH2:61][C:62]#[N:63])([CH3:56])[CH3:55]. Given the product [CH:71]([N:57]([CH:54]([CH3:56])[CH3:55])[P:58]([O:59][CH2:60][CH2:61][C:62]#[N:63])[O:15][C@H:13]([CH3:14])[C@@H:12]([CH2:16][N:17]1[CH:22]=[CH:21][C:20]([NH:23][C:24](=[O:26])[CH3:25])=[N:19][C:18]1=[O:27])[CH2:11][O:10][C:9]([C:6]1[CH:5]=[CH:4][C:3]([O:2][CH3:1])=[CH:8][CH:7]=1)([C:34]1[CH:39]=[CH:38][C:37]([O:40][CH3:41])=[CH:36][CH:35]=1)[C:28]1[CH:33]=[CH:32][CH:31]=[CH:30][CH:29]=1)([CH3:73])[CH3:72], predict the reactants needed to synthesize it.